Dataset: Catalyst prediction with 721,799 reactions and 888 catalyst types from USPTO. Task: Predict which catalyst facilitates the given reaction. (1) Reactant: [CH2:1]([Zn]CC)[CH3:2].FC(F)(F)C(O)=O.ICI.[F:16][C:17]([F:35])([F:34])[C:18]([N:20]1[CH2:26][C:25](=[CH2:27])[C:24]2[CH:28]=[CH:29][C:30]([O:32][CH3:33])=[CH:31][C:23]=2[CH2:22][CH2:21]1)=[O:19]. Product: [F:35][C:17]([F:16])([F:34])[C:18]([N:20]1[CH2:26][CH:25]([CH:27]2[CH2:2][CH2:1]2)[C:24]2[CH:28]=[CH:29][C:30]([O:32][CH3:33])=[CH:31][C:23]=2[CH2:22][CH2:21]1)=[O:19]. The catalyst class is: 4. (2) Reactant: FC(F)(F)S(O[C:7]1[N:12]=[CH:11][C:10]([N:13]2[CH2:18][CH2:17][N:16]([C:19]3[CH:24]=[CH:23][CH:22]=[C:21]([CH2:25][O:26][Si](C(C)(C)C)(C)C)[C:20]=3[F:34])[CH2:15][CH2:14]2)=[CH:9][N:8]=1)(=O)=O.C1COCC1.[CH3:42][O:43][CH2:44][CH2:45][NH2:46].O. Product: [F:34][C:20]1[C:19]([N:16]2[CH2:17][CH2:18][N:13]([C:10]3[CH:9]=[N:8][C:7]([NH:46][CH2:45][CH2:44][O:43][CH3:42])=[N:12][CH:11]=3)[CH2:14][CH2:15]2)=[CH:24][CH:23]=[CH:22][C:21]=1[CH2:25][OH:26]. The catalyst class is: 25. (3) Reactant: [CH3:1][O:2][C:3](=[O:19])[CH:4]([NH:11][C:12]([O:14][C:15]([CH3:18])([CH3:17])[CH3:16])=[O:13])P(OC)(OC)=O.CN(C)C(=N)N(C)C.[N+:28]([C:31]1[CH:38]=[N:37][CH:36]=[CH:35][C:32]=1[CH:33]=O)([O-:30])=[O:29].C(OCC)(=O)C. Product: [CH3:1][O:2][C:3](=[O:19])[C:4]([NH:11][C:12]([O:14][C:15]([CH3:16])([CH3:17])[CH3:18])=[O:13])=[CH:33][C:32]1[CH:35]=[CH:36][N:37]=[CH:38][C:31]=1[N+:28]([O-:30])=[O:29]. The catalyst class is: 20. (4) Reactant: [CH2:1]([NH:8][C:9]([C:11]1[S:15][C:14]([N:16]2[CH:20]=[C:19]([CH:21]([OH:28])[C:22]3[CH:27]=[CH:26][CH:25]=[CH:24][CH:23]=3)[N:18]=[N:17]2)=[N:13][C:12]=1[CH3:29])=[O:10])[C:2]1[CH:7]=[CH:6][CH:5]=[CH:4][CH:3]=1.CC(OI1(OC(C)=O)(OC(C)=O)OC(=O)C2C=CC=CC1=2)=O. Product: [C:21]([C:19]1[N:18]=[N:17][N:16]([C:14]2[S:15][C:11]([C:9]([NH:8][CH2:1][C:2]3[CH:7]=[CH:6][CH:5]=[CH:4][CH:3]=3)=[O:10])=[C:12]([CH3:29])[N:13]=2)[CH:20]=1)(=[O:28])[C:22]1[CH:23]=[CH:24][CH:25]=[CH:26][CH:27]=1. The catalyst class is: 4. (5) The catalyst class is: 18. Product: [CH2:13]([O:1][C:2]1[CH:3]=[C:4]2[C:8](=[CH:9][CH:10]=1)[NH:7][CH:6]=[CH:5]2)[CH:12]=[CH2:11]. Reactant: [OH:1][C:2]1[CH:3]=[C:4]2[C:8](=[CH:9][CH:10]=1)[NH:7][CH:6]=[CH:5]2.[CH2:11](Br)[CH:12]=[CH2:13].C([O-])([O-])=O.[Cs+].[Cs+].